Dataset: NCI-60 drug combinations with 297,098 pairs across 59 cell lines. Task: Regression. Given two drug SMILES strings and cell line genomic features, predict the synergy score measuring deviation from expected non-interaction effect. (1) Drug 1: CC1=C(C=C(C=C1)NC2=NC=CC(=N2)N(C)C3=CC4=NN(C(=C4C=C3)C)C)S(=O)(=O)N.Cl. Drug 2: CC12CCC(CC1=CCC3C2CCC4(C3CC=C4C5=CN=CC=C5)C)O. Cell line: COLO 205. Synergy scores: CSS=0.328, Synergy_ZIP=5.60, Synergy_Bliss=13.6, Synergy_Loewe=3.25, Synergy_HSA=4.78. (2) Drug 1: C1=CC(=CC=C1CCCC(=O)O)N(CCCl)CCCl. Drug 2: CC(C1=C(C=CC(=C1Cl)F)Cl)OC2=C(N=CC(=C2)C3=CN(N=C3)C4CCNCC4)N. Cell line: HOP-92. Synergy scores: CSS=26.7, Synergy_ZIP=-12.1, Synergy_Bliss=-11.7, Synergy_Loewe=-8.71, Synergy_HSA=-8.52. (3) Drug 1: CN1C2=C(C=C(C=C2)N(CCCl)CCCl)N=C1CCCC(=O)O.Cl. Drug 2: C1CC(=O)NC(=O)C1N2C(=O)C3=CC=CC=C3C2=O. Cell line: HOP-62. Synergy scores: CSS=-4.34, Synergy_ZIP=3.27, Synergy_Bliss=3.06, Synergy_Loewe=-0.602, Synergy_HSA=-2.23. (4) Drug 1: CNC(=O)C1=NC=CC(=C1)OC2=CC=C(C=C2)NC(=O)NC3=CC(=C(C=C3)Cl)C(F)(F)F. Drug 2: CC1CCCC2(C(O2)CC(NC(=O)CC(C(C(=O)C(C1O)C)(C)C)O)C(=CC3=CSC(=N3)C)C)C. Cell line: BT-549. Synergy scores: CSS=51.1, Synergy_ZIP=5.59, Synergy_Bliss=3.24, Synergy_Loewe=-27.6, Synergy_HSA=3.07. (5) Drug 1: C1CCC(C1)C(CC#N)N2C=C(C=N2)C3=C4C=CNC4=NC=N3. Drug 2: C1C(C(OC1N2C=NC3=C2NC=NCC3O)CO)O. Cell line: SF-539. Synergy scores: CSS=8.76, Synergy_ZIP=-2.35, Synergy_Bliss=0.0228, Synergy_Loewe=-0.417, Synergy_HSA=1.28.